Dataset: Forward reaction prediction with 1.9M reactions from USPTO patents (1976-2016). Task: Predict the product of the given reaction. Given the reactants [CH:1]1([NH:4][C:5]([C:7]2[CH:8]=[C:9]([F:26])[C:10]([CH3:25])=[C:11]([C:13]3[CH:18]=[CH:17][C:16]([C:19]([O:21][CH3:22])=[O:20])=[CH:15][C:14]=3[CH:23]=[O:24])[CH:12]=2)=[O:6])[CH2:3][CH2:2]1.Cl([O-])=[O:28].[Na+].P([O-])(O)(O)=O.[K+].OO.S([O-])([O-])=O.[Na+].[Na+], predict the reaction product. The product is: [CH:1]1([NH:4][C:5]([C:7]2[CH:8]=[C:9]([F:26])[C:10]([CH3:25])=[C:11]([C:13]3[C:14]([C:23]([OH:28])=[O:24])=[CH:15][C:16]([C:19]([O:21][CH3:22])=[O:20])=[CH:17][CH:18]=3)[CH:12]=2)=[O:6])[CH2:3][CH2:2]1.